The task is: Predict the product of the given reaction.. This data is from Forward reaction prediction with 1.9M reactions from USPTO patents (1976-2016). (1) Given the reactants [CH2:1]([O:8][C:9]1[CH:10]=[C:11]([OH:15])[CH:12]=[CH:13][CH:14]=1)[C:2]1[CH:7]=[CH:6][CH:5]=[CH:4][CH:3]=1.N(C(OC(C)(C)C)=O)=NC(OC(C)(C)C)=O.[C:32]([O:36][C:37]([N:39]1[C@@H:43]([CH2:44][C@H:45](O)[CH2:46][CH3:47])[CH2:42][O:41][C:40]1([CH3:50])[CH3:49])=[O:38])([CH3:35])([CH3:34])[CH3:33], predict the reaction product. The product is: [C:32]([O:36][C:37]([N:39]1[C@@H:43]([CH2:44][C@@H:45]([O:15][C:11]2[CH:12]=[CH:13][CH:14]=[C:9]([O:8][CH2:1][C:2]3[CH:3]=[CH:4][CH:5]=[CH:6][CH:7]=3)[CH:10]=2)[CH2:46][CH3:47])[CH2:42][O:41][C:40]1([CH3:49])[CH3:50])=[O:38])([CH3:35])([CH3:34])[CH3:33]. (2) The product is: [O:20]1[C:19]2[C:9](=[N:10][CH:11]=[CH:12][CH:18]=2)[NH:8][C:1]1=[O:2]. Given the reactants [C:1]([N:8]1[CH:12]=[CH:11][N:10]=[CH:9]1)(N1C=CN=C1)=[O:2].NC1[C:19]([OH:20])=[CH:18]C=CN=1, predict the reaction product. (3) The product is: [CH2:1]([N:8]1[CH2:9][CH2:10][C:11]([C:12]([C:16]2[CH:21]=[CH:20][C:19]([F:22])=[CH:18][CH:17]=2)=[O:14])([OH:13])[CH2:23][CH2:24]1)[C:2]1[CH:3]=[CH:4][CH:5]=[CH:6][CH:7]=1. Given the reactants [CH2:1]([N:8]1[CH2:24][CH2:23][C:11]2([O:13][C:12]2([C:16]2[CH:21]=[CH:20][C:19]([F:22])=[CH:18][CH:17]=2)[O:14]C)[CH2:10][CH2:9]1)[C:2]1[CH:7]=[CH:6][CH:5]=[CH:4][CH:3]=1.Cl.O, predict the reaction product. (4) Given the reactants [NH2:1][C:2]1[CH:3]=[CH:4][C:5]([N:10]2[CH:14]=[N:13][CH:12]=[N:11]2)=[C:6]([CH:9]=1)[C:7]#[N:8].[N:15]([O-])=O.[Na+].O.O.[Sn](Cl)Cl.[OH-].[Na+], predict the reaction product. The product is: [NH:1]([C:2]1[CH:3]=[CH:4][C:5]([N:10]2[CH:14]=[N:13][CH:12]=[N:11]2)=[C:6]([CH:9]=1)[C:7]#[N:8])[NH2:15]. (5) Given the reactants [CH2:1]([NH:5][C:6]1[CH:14]=[CH:13][C:12]([F:15])=[CH:11][C:7]=1[C:8]([OH:10])=O)[CH2:2][CH2:3][CH3:4].[CH3:16][C:17]([NH2:21])([C:19]#[CH:20])[CH3:18].C1C=CC2N(O)N=NC=2C=1.CCN=C=NCCCN(C)C.CCN(C(C)C)C(C)C, predict the reaction product. The product is: [CH2:1]([NH:5][C:6]1[CH:14]=[CH:13][C:12]([F:15])=[CH:11][C:7]=1[C:8]([NH:21][C:17]([CH3:18])([C:19]#[CH:20])[CH3:16])=[O:10])[CH2:2][CH2:3][CH3:4]. (6) Given the reactants [CH2:1]([O:8][C:9](=[O:15])[C@H:10]([CH:12]([CH3:14])[CH3:13])[NH2:11])[C:2]1[CH:7]=[CH:6][CH:5]=[CH:4][CH:3]=1.[CH2:16]1[CH2:22][S:19](=[O:21])(=[O:20])[O:18][CH2:17]1, predict the reaction product. The product is: [CH2:1]([O:8][C:9]([C@@H:10]([NH:11][CH2:17][CH2:16][CH2:22][S:19]([OH:21])(=[O:20])=[O:18])[CH:12]([CH3:13])[CH3:14])=[O:15])[C:2]1[CH:7]=[CH:6][CH:5]=[CH:4][CH:3]=1. (7) The product is: [CH3:1][C:2]1[C:6]([CH3:7])=[C:5]([C:8]2[CH:9]=[C:10]([CH:14]=[CH:15][C:16]=2[CH3:17])[C:11]([N:22]2[CH2:21][C:20]([C:24]3[CH:25]=[CH:26][C:27]([C:28]#[N:29])=[CH:30][CH:31]=3)([F:19])[CH2:23]2)=[O:13])[NH:4][N:3]=1. Given the reactants [CH3:1][C:2]1[C:6]([CH3:7])=[C:5]([C:8]2[CH:9]=[C:10]([CH:14]=[CH:15][C:16]=2[CH3:17])[C:11]([OH:13])=O)[NH:4][N:3]=1.Cl.[F:19][C:20]1([C:24]2[CH:31]=[CH:30][C:27]([C:28]#[N:29])=[CH:26][CH:25]=2)[CH2:23][NH:22][CH2:21]1.CC1NC(C2C=C(C=CC=2C)C(O)=O)=C(C)N=1.Cl.N1CC(C2C=CC(C#N)=CC=2)C1, predict the reaction product. (8) Given the reactants [CH2:1]([Mg]Br)[CH2:2][CH2:3][CH2:4][CH2:5][CH3:6].[F:9][C:10]([F:26])([F:25])[C:11]1[CH:16]=[CH:15][C:14]([C:17]2[CH:22]=[CH:21][C:20]([CH:23]=[O:24])=[CH:19][CH:18]=2)=[CH:13][CH:12]=1.O.[Cl-].[Na+], predict the reaction product. The product is: [F:9][C:10]([F:25])([F:26])[C:11]1[CH:12]=[CH:13][C:14]([C:17]2[CH:22]=[CH:21][C:20]([CH:23]([OH:24])[CH2:1][CH2:2][CH2:3][CH2:4][CH2:5][CH3:6])=[CH:19][CH:18]=2)=[CH:15][CH:16]=1.